This data is from Catalyst prediction with 721,799 reactions and 888 catalyst types from USPTO. The task is: Predict which catalyst facilitates the given reaction. (1) Reactant: [OH:1][C:2]1([C:12]#[C:13][C:14]([C:16]2[CH:21]=[CH:20][C:19]([O:22][CH3:23])=[CH:18][CH:17]=2)=O)[CH2:11][CH2:10][C:5]2([O:9][CH2:8][CH2:7][O:6]2)[CH2:4][CH2:3]1.Cl.[CH3:25][O:26][C:27]1[CH:32]=[CH:31][C:30]([NH:33][NH2:34])=[CH:29][CH:28]=1.C(N(CC)CC)C. Product: [CH3:25][O:26][C:27]1[CH:32]=[CH:31][C:30]([N:33]2[C:14]([C:16]3[CH:21]=[CH:20][C:19]([O:22][CH3:23])=[CH:18][CH:17]=3)=[CH:13][C:12]([C:2]3([OH:1])[CH2:11][CH2:10][C:5]4([O:9][CH2:8][CH2:7][O:6]4)[CH2:4][CH2:3]3)=[N:34]2)=[CH:29][CH:28]=1. The catalyst class is: 8. (2) Product: [F:1][C:2]1[CH:3]=[C:4]([CH:5]=[CH:6][C:7]=1[N+:8]([O-:10])=[O:9])[C:11]([Cl:16])=[O:13]. Reactant: [F:1][C:2]1[CH:3]=[C:4]([C:11]([OH:13])=O)[CH:5]=[CH:6][C:7]=1[N+:8]([O-:10])=[O:9].S(Cl)([Cl:16])=O.CN(C=O)C. The catalyst class is: 1. (3) Reactant: [C:1]1([C:7]2[NH:11][C:10]([C:12]3[CH:13]=[CH:14][C:15]([N:18]4[CH2:23][CH2:22][NH:21][CH2:20][CH2:19]4)=[N:16][CH:17]=3)=[N:9][CH:8]=2)[CH:6]=[CH:5][CH:4]=[CH:3][CH:2]=1.C(O)(=O)C.C(O[C:31]1(O[Si](C)(C)C)[CH2:33][CH2:32]1)C.C([BH3-])#N.[Na+]. Product: [CH:31]1([N:21]2[CH2:22][CH2:23][N:18]([C:15]3[CH:14]=[CH:13][C:12]([C:10]4[NH:9][CH:8]=[C:7]([C:1]5[CH:2]=[CH:3][CH:4]=[CH:5][CH:6]=5)[N:11]=4)=[CH:17][N:16]=3)[CH2:19][CH2:20]2)[CH2:33][CH2:32]1. The catalyst class is: 5. (4) Reactant: C1COCC1.[C:6]([O:10][C:11]([N:13]1[C@H:17]([CH2:18][F:19])[C@@H:16]([C:20]2[CH:25]=[CH:24][C:23]([C:26]3[O:30][N:29]=[C:28]([C:31](OCC)=[O:32])[CH:27]=3)=[CH:22][CH:21]=2)[O:15][C:14]1([CH3:37])[CH3:36])=[O:12])([CH3:9])([CH3:8])[CH3:7].[BH4-].[Na+]. Product: [F:19][CH2:18][C@@H:17]1[C@@H:16]([C:20]2[CH:25]=[CH:24][C:23]([C:26]3[O:30][N:29]=[C:28]([CH2:31][OH:32])[CH:27]=3)=[CH:22][CH:21]=2)[O:15][C:14]([CH3:37])([CH3:36])[N:13]1[C:11]([O:10][C:6]([CH3:9])([CH3:8])[CH3:7])=[O:12]. The catalyst class is: 5. (5) Reactant: [Br:1][C:2]1[CH:7]=[CH:6][C:5]([C:8]2[NH:12][N:11]=[N:10][N:9]=2)=[CH:4][CH:3]=1.C(N(CC)CC)C.[Cl:20][C:21]1[CH:26]=[CH:25][CH:24]=[CH:23][C:22]=1[C:27](Cl)([C:34]1[CH:39]=[CH:38][CH:37]=[CH:36][CH:35]=1)[C:28]1[CH:33]=[CH:32][CH:31]=[CH:30][CH:29]=1.C(=O)(O)[O-].[Na+]. Product: [Cl:20][C:21]1[CH:26]=[CH:25][CH:24]=[CH:23][C:22]=1[C:27]([C:28]1[CH:29]=[CH:30][CH:31]=[CH:32][CH:33]=1)([C:34]1[CH:39]=[CH:38][CH:37]=[CH:36][CH:35]=1)[N:9]1[C:8]([C:5]2[CH:6]=[CH:7][C:2]([Br:1])=[CH:3][CH:4]=2)=[N:12][N:11]=[N:10]1. The catalyst class is: 30. (6) Reactant: [CH3:1][NH:2][CH2:3][CH2:4][OH:5].[H-].[Na+].Cl[C:9]1[N:14]=[CH:13][C:12](/[C:15](/[C:25]2[CH:30]=[CH:29][C:28]([OH:31])=[CH:27][CH:26]=2)=[C:16](\[C:19]2[CH:24]=[CH:23][CH:22]=[CH:21][CH:20]=2)/[CH2:17][CH3:18])=[CH:11][CH:10]=1. Product: [CH3:1][NH:2][CH2:3][CH2:4][O:5][C:9]1[N:14]=[CH:13][C:12](/[C:15](/[C:25]2[CH:26]=[CH:27][C:28]([OH:31])=[CH:29][CH:30]=2)=[C:16](\[C:19]2[CH:24]=[CH:23][CH:22]=[CH:21][CH:20]=2)/[CH2:17][CH3:18])=[CH:11][CH:10]=1. The catalyst class is: 1. (7) Reactant: [Cl:1][C:2]1[CH:3]=[C:4]2[C:13](=[CH:14][CH:15]=1)[C:12]([NH:16][CH2:17][CH2:18][CH2:19][CH2:20][CH2:21][CH2:22][NH2:23])=[C:11]1[C:6]([CH2:7][CH2:8][CH2:9][CH2:10]1)=[N:5]2.[N+](C1C=CC([O:33][C:34](=O)[O:35][CH2:36][CH2:37][C:38]2[C:46]3[C:41](=[CH:42][CH:43]=[CH:44][CH:45]=3)[NH:40][CH:39]=2)=CC=1)([O-])=O. Product: [NH:40]1[C:41]2[C:46](=[CH:45][CH:44]=[CH:43][CH:42]=2)[C:38]([CH2:37][CH2:36][O:35][C:34](=[O:33])[NH:23][CH2:22][CH2:21][CH2:20][CH2:19][CH2:18][CH2:17][NH:16][C:12]2[C:13]3[C:4]([N:5]=[C:6]4[C:11]=2[CH2:10][CH2:9][CH2:8][CH2:7]4)=[CH:3][C:2]([Cl:1])=[CH:15][CH:14]=3)=[CH:39]1. The catalyst class is: 142. (8) Reactant: C([Li])CCC.Br[C:7]1[S:20][C:10]2[C:11]3[CH:19]=[N:18][CH:17]=[CH:16][C:12]=3[O:13][CH2:14][CH2:15][C:9]=2[CH:8]=1.[Cl:21][C:22]1[CH:27]=[CH:26][CH:25]=[CH:24][C:23]=1[N:28]=[C:29]=[O:30].Cl.C([O-])(O)=O.[Na+]. Product: [Cl:21][C:22]1[CH:27]=[CH:26][CH:25]=[CH:24][C:23]=1[NH:28][C:29]([C:7]1[S:20][C:10]2[C:11]3[CH:19]=[N:18][CH:17]=[CH:16][C:12]=3[O:13][CH2:14][CH2:15][C:9]=2[CH:8]=1)=[O:30]. The catalyst class is: 392.